From a dataset of Cav3 T-type calcium channel HTS with 100,875 compounds. Binary Classification. Given a drug SMILES string, predict its activity (active/inactive) in a high-throughput screening assay against a specified biological target. (1) The drug is S=C(Nc1cc(NC(=O)CC)ccc1)NC(=O)Cc1ccccc1. The result is 0 (inactive). (2) The compound is Fc1ccc(N2CCN(CC2)C(=O)COc2ccc(n3nnnc3)cc2)cc1. The result is 0 (inactive). (3) The drug is Clc1c(C2n3[nH]nnc3=NC(=C2C(OCCCCC)=O)C)cccc1. The result is 0 (inactive). (4) The molecule is o1c(C(c2c(OC)cccc2)CC(=O)N)ccc1. The result is 0 (inactive). (5) The compound is s1c(NC(=O)c2nc(oc2C)c2ccccc2)ncc1. The result is 0 (inactive). (6) The drug is Fc1ccc(C2N(c3c(NC4=C2C(=O)CCC4)cccc3)C(=O)CCC)cc1. The result is 0 (inactive).